From a dataset of Peptide-MHC class II binding affinity with 134,281 pairs from IEDB. Regression. Given a peptide amino acid sequence and an MHC pseudo amino acid sequence, predict their binding affinity value. This is MHC class II binding data. (1) The peptide sequence is VPEKYTIGATYAPEE. The MHC is HLA-DQA10401-DQB10402 with pseudo-sequence HLA-DQA10401-DQB10402. The binding affinity (normalized) is 0.484. (2) The peptide sequence is SLGVGADQGCAINFG. The MHC is DRB1_0801 with pseudo-sequence DRB1_0801. The binding affinity (normalized) is 0.193.